From a dataset of Reaction yield outcomes from USPTO patents with 853,638 reactions. Predict the reaction yield, written as a fraction of the theoretical maximum amount of product (1.0 means a 100% yield; for example, 0.34 means a 34% yield). (1) The reactants are Br[C:2]1[S:6][CH:5]=[N:4][CH:3]=1.[CH3:7][NH:8][CH2:9][CH2:10][NH2:11]. The catalyst is C(O)(C)C.[Cu].[Cu]Cl. The product is [CH3:7][N:8]([C:2]1[S:6][CH:5]=[N:4][CH:3]=1)[CH2:9][CH2:10][NH2:11]. The yield is 0.0600. (2) The reactants are [CH3:1][C:2]1[CH:10]=[C:9]([F:11])[C:8]([N+:12]([O-])=O)=[CH:7][C:3]=1[C:4]([OH:6])=[O:5]. The catalyst is C(O)C.[Pd]. The product is [CH3:1][C:2]1[CH:10]=[C:9]([F:11])[C:8]([NH2:12])=[CH:7][C:3]=1[C:4]([OH:6])=[O:5]. The yield is 0.970. (3) The reactants are [CH3:1][C:2]([SH:8])([CH3:7])[CH2:3][C:4]([OH:6])=[O:5].FC(F)(F)C(O)=O.[CH3:16][O:17][C:18]1[CH:25]=[C:24]([O:26][CH3:27])[CH:23]=[C:22]([O:28][CH3:29])[C:19]=1CO. The catalyst is C(Cl)Cl. The product is [CH3:1][C:2]([S:8][C:19]1[C:22]([O:28][CH3:29])=[CH:23][C:24]([O:26][CH3:27])=[CH:25][C:18]=1[O:17][CH3:16])([CH3:7])[CH2:3][C:4]([OH:6])=[O:5]. The yield is 0.700. (4) The reactants are [Cl-].[CH3:2][O:3][CH2:4][P+](C1C=CC=CC=1)(C1C=CC=CC=1)C1C=CC=CC=1.CC(C)([O-])C.[K+].[F:30][C:31]1([F:45])[CH2:35][N:34]([C:36]([O:38][C:39]([CH3:42])([CH3:41])[CH3:40])=[O:37])[C@H:33]([CH:43]=O)[CH2:32]1. The catalyst is C1COCC1. The product is [F:30][C:31]1([F:45])[CH2:35][N:34]([C:36]([O:38][C:39]([CH3:42])([CH3:41])[CH3:40])=[O:37])[CH:33]([CH:43]=[CH:2][O:3][CH3:4])[CH2:32]1. The yield is 0.596. (5) The reactants are CN1CCCC1=O.Cl[C:9]1[N:10]([CH2:31][C:32]([F:35])([F:34])[F:33])[C:11]2[C:16]([N:17]=1)=[C:15]([N:18]1[CH2:23][CH2:22][O:21][CH2:20][CH2:19]1)[N:14]=[C:13]([C:24]1[CH:25]=[N:26][C:27]([NH2:30])=[N:28][CH:29]=1)[N:12]=2.[CH3:36][C@@H:37]1[CH2:42][NH:41][CH2:40][CH2:39][NH:38]1. The catalyst is C(Cl)Cl.CO. The product is [CH3:36][C@H:37]1[NH:38][CH2:39][CH2:40][N:41]([C:9]2[N:10]([CH2:31][C:32]([F:35])([F:34])[F:33])[C:11]3[C:16]([N:17]=2)=[C:15]([N:18]2[CH2:23][CH2:22][O:21][CH2:20][CH2:19]2)[N:14]=[C:13]([C:24]2[CH:29]=[N:28][C:27]([NH2:30])=[N:26][CH:25]=2)[N:12]=3)[CH2:42]1. The yield is 0.900.